Predict the product of the given reaction. From a dataset of Forward reaction prediction with 1.9M reactions from USPTO patents (1976-2016). (1) Given the reactants [N:1]1[CH:6]=[CH:5][CH:4]=[CH:3][C:2]=1[C:7]([OH:9])=O.C(N(CC)C(C)C)(C)C.CN(C(ON1N=NC2C=CC=CC1=2)=[N+](C)C)C.F[P-](F)(F)(F)(F)F.[CH3:43][O:44][C:45]1[CH:46]=[C:47]([NH:55][C:56]2[N:57]=[CH:58][C:59]3[CH2:65][NH:64][CH2:63][CH2:62][C:60]=3[N:61]=2)[CH:48]=[C:49]([O:53][CH3:54])[C:50]=1[O:51][CH3:52], predict the reaction product. The product is: [N:1]1[CH:6]=[CH:5][CH:4]=[CH:3][C:2]=1[C:7]([N:64]1[CH2:63][CH2:62][C:60]2[N:61]=[C:56]([NH:55][C:47]3[CH:46]=[C:45]([O:44][CH3:43])[C:50]([O:51][CH3:52])=[C:49]([O:53][CH3:54])[CH:48]=3)[N:57]=[CH:58][C:59]=2[CH2:65]1)=[O:9]. (2) Given the reactants [H-].[Na+].[CH2:3]([O:10][C@H:11]([CH3:15])[C@H:12]([OH:14])[CH3:13])[C:4]1[CH:9]=[CH:8][CH:7]=[CH:6][CH:5]=1.[Cl:16][C:17]1[N:22]=[C:21](Cl)[C:20]([I:24])=[CH:19][N:18]=1.[Cl-].[Na+], predict the reaction product. The product is: [CH2:3]([O:10][C@H:11]([CH3:15])[C@@H:12]([CH3:13])[O:14][C:19]1[C:20]([I:24])=[CH:21][N:22]=[C:17]([Cl:16])[N:18]=1)[C:4]1[CH:9]=[CH:8][CH:7]=[CH:6][CH:5]=1. (3) Given the reactants [NH2:1][C:2]1[NH:6][CH:5]=[N:4][C:3]=1[C:7]([NH2:9])=[O:8].[CH3:10][C:11]([CH3:16])([CH3:15])[C:12](Cl)=[O:13], predict the reaction product. The product is: [CH3:10][C:11]([CH3:16])([CH3:15])[C:12]([NH:1][C:2]1[NH:6][CH:5]=[N:4][C:3]=1[C:7]([NH2:9])=[O:8])=[O:13]. (4) Given the reactants [F:1][C:2]1[CH:12]=[CH:11][CH:10]=[C:9]([F:13])[C:3]=1[C:4]([N:6]=[C:7]=[O:8])=[O:5].[CH3:14][NH:15][C:16]1[CH:21]=[CH:20][C:19]([S:22][C:23]([F:26])([F:25])[F:24])=[CH:18][C:17]=1[CH3:27].CCCCCC, predict the reaction product. The product is: [F:1][C:2]1[CH:12]=[CH:11][CH:10]=[C:9]([F:13])[C:3]=1[C:4]([NH:6][C:7](=[O:8])[N:15]([CH3:14])[C:16]1[CH:21]=[CH:20][C:19]([S:22][C:23]([F:26])([F:24])[F:25])=[CH:18][C:17]=1[CH3:27])=[O:5]. (5) Given the reactants B(Br)(Br)Br.C[O:6][C:7]1[CH:8]=[C:9]([S:13]([NH:16][CH2:17][CH2:18][N:19]2[CH2:24][CH2:23][O:22][CH2:21][CH2:20]2)(=[O:15])=[O:14])[CH:10]=[CH:11][CH:12]=1, predict the reaction product. The product is: [OH:6][C:7]1[CH:8]=[C:9]([S:13]([NH:16][CH2:17][CH2:18][N:19]2[CH2:20][CH2:21][O:22][CH2:23][CH2:24]2)(=[O:15])=[O:14])[CH:10]=[CH:11][CH:12]=1. (6) Given the reactants Br[C:2]1[CH:3]=[C:4]2[C:9](=[CH:10][CH:11]=1)[N:8]=[C:7]([CH3:12])[C:6]([C:13](=[O:18])[C:14]([F:17])([F:16])[F:15])=[C:5]2[C:19]1[CH:24]=[CH:23][C:22](F)=[CH:21][CH:20]=1.[OH:26][C:27]1([C:33]2[CH:38]=[CH:37][CH:36]=[CH:35][CH:34]=2)[CH2:32][CH2:31][NH:30][CH2:29][CH2:28]1, predict the reaction product. The product is: [F:15][C:14]([F:17])([F:16])[C:13]([C:6]1[C:7]([CH3:12])=[N:8][C:9]2[C:4]([C:5]=1[C:19]1[CH:24]=[CH:23][CH:22]=[CH:21][CH:20]=1)=[CH:3][C:2]([N:30]1[CH2:31][CH2:32][C:27]([OH:26])([C:33]3[CH:34]=[CH:35][CH:36]=[CH:37][CH:38]=3)[CH2:28][CH2:29]1)=[CH:11][CH:10]=2)=[O:18].